Dataset: Catalyst prediction with 721,799 reactions and 888 catalyst types from USPTO. Task: Predict which catalyst facilitates the given reaction. (1) Reactant: [Si:1]([O:8][CH:9]([CH2:13][C:14]1[CH:19]=[CH:18][CH:17]=[CH:16][CH:15]=1)[C:10]([OH:12])=O)([C:4]([CH3:7])([CH3:6])[CH3:5])([CH3:3])[CH3:2].Cl.C(N=C=NCCCN(C)C)C.C1C=CC2N(O)N=NC=2C=1.[CH:42]1[C:51]2[C:46](=[CH:47][C:48]([C:52]3[S:56][C:55]([NH2:57])=[N:54][N:53]=3)=[CH:49][CH:50]=2)[CH:45]=[CH:44][N:43]=1.C1C2C(=CC(C(O)=O)=CC=2)C=CN=1.ClC1C=NC=C2SC(C(O)=O)=CC=12. Product: [Si:1]([O:8][CH:9]([CH2:13][C:14]1[CH:19]=[CH:18][CH:17]=[CH:16][CH:15]=1)[C:10]([NH:57][C:55]1[S:56][C:52]([C:48]2[CH:47]=[C:46]3[C:51](=[CH:50][CH:49]=2)[CH:42]=[N:43][CH:44]=[CH:45]3)=[N:53][N:54]=1)=[O:12])([C:4]([CH3:5])([CH3:6])[CH3:7])([CH3:2])[CH3:3]. The catalyst class is: 3. (2) Reactant: O.[OH-].[Li+].C[O:5][C:6](=[O:36])[CH2:7][C:8]1[C:17]([CH3:18])=[C:16]([C:19]2[CH:24]=[CH:23][C:22]([S:25]([C:28]3[CH:33]=[CH:32][CH:31]=[CH:30][C:29]=3[Cl:34])(=[O:27])=[O:26])=[CH:21][CH:20]=2)[C:15]2[C:10](=[CH:11][CH:12]=[C:13]([F:35])[CH:14]=2)[CH:9]=1. Product: [Cl:34][C:29]1[CH:30]=[CH:31][CH:32]=[CH:33][C:28]=1[S:25]([C:22]1[CH:21]=[CH:20][C:19]([C:16]2[C:15]3[C:10](=[CH:11][CH:12]=[C:13]([F:35])[CH:14]=3)[CH:9]=[C:8]([CH2:7][C:6]([OH:36])=[O:5])[C:17]=2[CH3:18])=[CH:24][CH:23]=1)(=[O:26])=[O:27]. The catalyst class is: 20. (3) Reactant: [F:1][C:2]([F:33])([F:32])[C:3]1[CH:4]=[C:5]([C@H:13]2[O:17][C:16](=[O:18])[N:15]([CH2:19][C:20]3[CH:25]=[C:24]([C:26]([F:29])([F:28])[F:27])[CH:23]=[CH:22][C:21]=3I)[C@H:14]2[CH3:31])[CH:6]=[C:7]([C:9]([F:12])([F:11])[F:10])[CH:8]=1.[C:34]([Cu])#[N:35]. Product: [F:1][C:2]([F:33])([F:32])[C:3]1[CH:4]=[C:5]([C@H:13]2[O:17][C:16](=[O:18])[N:15]([CH2:19][C:20]3[CH:25]=[C:24]([C:26]([F:29])([F:28])[F:27])[CH:23]=[CH:22][C:21]=3[C:34]#[N:35])[C@H:14]2[CH3:31])[CH:6]=[C:7]([C:9]([F:12])([F:11])[F:10])[CH:8]=1. The catalyst class is: 31. (4) Reactant: [CH3:1][O:2][C:3]1[CH:4]=[C:5]([OH:11])[CH:6]=[CH:7][C:8]=1[O:9][CH3:10].[H-].[Na+].[O:14]1C=CC=[CH:16][CH:15]1OCCBr.O. Product: [CH3:1][O:2][C:3]1[CH:4]=[C:5]([CH:6]=[CH:7][C:8]=1[O:9][CH3:10])[O:11][CH2:16][CH2:15][OH:14]. The catalyst class is: 44. (5) Reactant: [F:1][C:2]([F:23])([F:22])[C:3]1[CH:8]=[CH:7][C:6]([C:9]2[CH:13]=[C:12]([C:14]3[CH:15]=[C:16]([CH:19]=[CH:20][CH:21]=3)[CH:17]=[O:18])[O:11][N:10]=2)=[CH:5][CH:4]=1.P([O-])(O)(O)=[O:25].[Na+].CC(=CC)C.Cl([O-])=O.[Na+].S([O-])([O-])=O.[Na+].[Na+].Cl. Product: [F:23][C:2]([F:1])([F:22])[C:3]1[CH:4]=[CH:5][C:6]([C:9]2[CH:13]=[C:12]([C:14]3[CH:15]=[C:16]([CH:19]=[CH:20][CH:21]=3)[C:17]([OH:25])=[O:18])[O:11][N:10]=2)=[CH:7][CH:8]=1. The catalyst class is: 192.